Task: Predict which catalyst facilitates the given reaction.. Dataset: Catalyst prediction with 721,799 reactions and 888 catalyst types from USPTO (1) Reactant: Cl.Cl[CH2:3][CH2:4][NH:5][CH2:6][CH2:7]Cl.[F:9][C:10]1[CH:11]=[C:12]([CH:14]=[C:15]([F:17])[CH:16]=1)[NH2:13].C(=O)([O-])[O-].[K+].[K+]. Product: [F:9][C:10]1[CH:11]=[C:12]([N:13]2[CH2:7][CH2:6][NH:5][CH2:4][CH2:3]2)[CH:14]=[C:15]([F:17])[CH:16]=1. The catalyst class is: 114. (2) Reactant: C([O:9][CH2:10][C:11]1[CH:16]=[C:15]([F:17])[N:14]=[C:13]([F:18])[CH:12]=1)(=O)C1C=CC=CC=1.C[O-].[Na+].[Cl-].[NH4+]. Product: [F:18][C:13]1[CH:12]=[C:11]([CH2:10][OH:9])[CH:16]=[C:15]([F:17])[N:14]=1. The catalyst class is: 5.